From a dataset of Catalyst prediction with 721,799 reactions and 888 catalyst types from USPTO. Predict which catalyst facilitates the given reaction. (1) Reactant: [CH:1]1([N:4]2[C:8]3[CH:9]=[CH:10][C:11]4[C@@H:12]([OH:24])[C@H:13]([OH:23])[C@@H:14]([C:17]5[CH:22]=[CH:21][CH:20]=[CH:19][CH:18]=5)[O:15][C:16]=4[C:7]=3[N:6]=[C:5]2[CH3:25])[CH2:3][CH2:2]1.S(=O)(=O)(O)O. Product: [CH:1]1([N:4]2[C:8]3[CH:9]=[CH:10][C:11]4[C@@H:12]([O:24][CH2:13][CH2:14][O:15][CH3:16])[C@H:13]([OH:23])[C@@H:14]([C:17]5[CH:22]=[CH:21][CH:20]=[CH:19][CH:18]=5)[O:15][C:16]=4[C:7]=3[N:6]=[C:5]2[CH3:25])[CH2:3][CH2:2]1. The catalyst class is: 141. (2) Reactant: C(OC([N:8]1[C:27]2[CH:28]=[C:23]([CH:24]=[CH:25][CH:26]=2)[C:22](=[O:29])[NH:21][C@H:20]([C@H:30]([OH:43])[CH2:31][NH:32][CH2:33][C:34]2[CH:39]=[CH:38][CH:37]=[C:36]([CH:40]([CH3:42])[CH3:41])[CH:35]=2)[CH2:19][C:18]2[CH:44]=[C:14]([CH:15]=[CH:16][CH:17]=2)[O:13][CH2:12][CH2:11][CH2:10][CH2:9]1)=O)(C)(C)C.[ClH:45]. Product: [ClH:45].[OH:43][C@@H:30]([C@@H:20]1[CH2:19][C:18]2[CH:44]=[C:14]([CH:15]=[CH:16][CH:17]=2)[O:13][CH2:12][CH2:11][CH2:10][CH2:9][NH:8][C:27]2[CH:28]=[C:23]([CH:24]=[CH:25][CH:26]=2)[C:22](=[O:29])[NH:21]1)[CH2:31][NH:32][CH2:33][C:34]1[CH:39]=[CH:38][CH:37]=[C:36]([CH:40]([CH3:41])[CH3:42])[CH:35]=1. The catalyst class is: 12.